Task: Predict the reactants needed to synthesize the given product.. Dataset: Full USPTO retrosynthesis dataset with 1.9M reactions from patents (1976-2016) Given the product [C:9]1([S:15]([N:18]2[C:26]3[C:21](=[CH:22][C:23]([CH2:27][Br:1])=[CH:24][CH:25]=3)[CH:20]=[CH:19]2)(=[O:17])=[O:16])[CH:14]=[CH:13][CH:12]=[CH:11][CH:10]=1, predict the reactants needed to synthesize it. The reactants are: [Br:1]N1C(=O)CCC1=O.[C:9]1([S:15]([N:18]2[C:26]3[C:21](=[CH:22][C:23]([CH3:27])=[CH:24][CH:25]=3)[CH:20]=[CH:19]2)(=[O:17])=[O:16])[CH:14]=[CH:13][CH:12]=[CH:11][CH:10]=1.